Dataset: Peptide-MHC class I binding affinity with 185,985 pairs from IEDB/IMGT. Task: Regression. Given a peptide amino acid sequence and an MHC pseudo amino acid sequence, predict their binding affinity value. This is MHC class I binding data. (1) The peptide sequence is YTPLNYSKF. The MHC is HLA-A11:01 with pseudo-sequence HLA-A11:01. The binding affinity (normalized) is 0.0847. (2) The peptide sequence is YEFLQPILL. The MHC is Mamu-A11 with pseudo-sequence Mamu-A11. The binding affinity (normalized) is 0.865. (3) The peptide sequence is YWMGGTTYF. The MHC is HLA-A24:03 with pseudo-sequence HLA-A24:03. The binding affinity (normalized) is 1.00.